Dataset: Peptide-MHC class II binding affinity with 134,281 pairs from IEDB. Task: Regression. Given a peptide amino acid sequence and an MHC pseudo amino acid sequence, predict their binding affinity value. This is MHC class II binding data. (1) The peptide sequence is ATSPTAEGGKATTEE. The MHC is DRB3_0202 with pseudo-sequence DRB3_0202. The binding affinity (normalized) is 0. (2) The peptide sequence is FLAMITYITRNQPEW. The MHC is DRB1_0405 with pseudo-sequence DRB1_0405. The binding affinity (normalized) is 0.510. (3) The peptide sequence is TVKVEPHTGDYVAAN. The MHC is DRB1_0404 with pseudo-sequence DRB1_0404. The binding affinity (normalized) is 0.235. (4) The binding affinity (normalized) is 0.432. The peptide sequence is FHEMNNGGDAMYMAL. The MHC is DRB1_0301 with pseudo-sequence DRB1_0301. (5) The peptide sequence is GELQIGDKIDAAFKI. The MHC is DRB1_1101 with pseudo-sequence DRB1_1101. The binding affinity (normalized) is 0.428. (6) The peptide sequence is KFIPALEAAVKQAYA. The MHC is HLA-DPA10103-DPB10401 with pseudo-sequence HLA-DPA10103-DPB10401. The binding affinity (normalized) is 0.244.